This data is from CYP2C19 inhibition data for predicting drug metabolism from PubChem BioAssay. The task is: Regression/Classification. Given a drug SMILES string, predict its absorption, distribution, metabolism, or excretion properties. Task type varies by dataset: regression for continuous measurements (e.g., permeability, clearance, half-life) or binary classification for categorical outcomes (e.g., BBB penetration, CYP inhibition). Dataset: cyp2c19_veith. (1) The molecule is COc1cccc(-c2cncnc2-n2ccnc2)c1. The result is 1 (inhibitor). (2) The drug is CNC[C@H](O)c1ccc(O)c(O)c1. The result is 0 (non-inhibitor).